Dataset: Full USPTO retrosynthesis dataset with 1.9M reactions from patents (1976-2016). Task: Predict the reactants needed to synthesize the given product. Given the product [CH2:26]([O:25][C:16](=[O:24])[C:17]1[CH:23]=[CH:22][CH:21]=[CH:20][C:18]=1[O:19][C:37](=[O:38])[CH2:36][CH2:35][CH2:34][CH2:33][CH:32]1[CH2:28][CH2:29][S:30][S:31]1)[CH3:27], predict the reactants needed to synthesize it. The reactants are: C1(N=C=NC2CCCCC2)CCCCC1.[C:16]([O:25][CH2:26][CH3:27])(=[O:24])[C:17]1[C:18](=[CH:20][CH:21]=[CH:22][CH:23]=1)[OH:19].[CH2:28]1[C@@H:32]([CH2:33][CH2:34][CH2:35][CH2:36][C:37](O)=[O:38])[S:31][S:30][CH2:29]1.CN(C1C=CC=CN=1)C.